This data is from Full USPTO retrosynthesis dataset with 1.9M reactions from patents (1976-2016). The task is: Predict the reactants needed to synthesize the given product. Given the product [CH2:1]([C:3]1([CH2:9][NH:10][C:23](=[O:32])/[CH:24]=[CH:25]/[CH2:26][CH2:27][CH2:28][CH2:29][CH2:30][CH3:31])[CH2:8][O:7][CH2:6][O:5][CH2:4]1)[CH3:2], predict the reactants needed to synthesize it. The reactants are: [CH2:1]([C:3]1([CH2:9][NH2:10])[CH2:8][O:7][CH2:6][O:5][CH2:4]1)[CH3:2].C(N(CC)CC)C.O1CCCC1.[C:23](Cl)(=[O:32])/[CH:24]=[CH:25]/[CH2:26][CH2:27][CH2:28][CH2:29][CH2:30][CH3:31].